Dataset: Reaction yield outcomes from USPTO patents with 853,638 reactions. Task: Predict the reaction yield, written as a fraction of the theoretical maximum amount of product (1.0 means a 100% yield; for example, 0.34 means a 34% yield). (1) The reactants are CN(C(ON1N=NC2C=CC=CC1=2)=[N+](C)C)C.[B-](F)(F)(F)F.C(N(CC)CC)C.Cl.[CH3:31][C:32]1[NH:36][CH:35]=[N:34][C:33]=1[CH2:37][CH2:38][C:39]([OH:41])=O.[NH2:42][C@H:43]([CH2:62][C:63]1[CH:68]=[CH:67][C:66]([O:69][CH3:70])=[CH:65][CH:64]=1)[C:44]([N:46]1[CH2:49][C:48]([O:57][CH2:58][C:59]#[C:60][CH3:61])([C:50]2[CH:55]=[CH:54][CH:53]=[CH:52][C:51]=2[CH3:56])[CH2:47]1)=[O:45].[OH-].[Na+]. The catalyst is CN(C)C=O. The product is [CH2:58]([O:57][C:48]1([C:50]2[CH:55]=[CH:54][CH:53]=[CH:52][C:51]=2[CH3:56])[CH2:49][N:46]([C:44](=[O:45])[C@H:43]([NH:42][C:39](=[O:41])[CH2:38][CH2:37][C:33]2[N:34]=[CH:35][NH:36][C:32]=2[CH3:31])[CH2:62][C:63]2[CH:68]=[CH:67][C:66]([O:69][CH3:70])=[CH:65][CH:64]=2)[CH2:47]1)[C:59]#[C:60][CH3:61]. The yield is 0.0900. (2) The reactants are [CH2:1]([O:3][C:4]([C:6]1[N:7]=[C:8]2[CH:13]=[CH:12][C:11]([N:14]3[CH2:19][CH2:18][NH:17][CH2:16][CH2:15]3)=[N:10][N:9]2[CH:20]=1)=[O:5])[CH3:2].C(N(C(C)C)CC)(C)C.[F:30][C:31]1[CH:32]=[CH:33][C:34]([C:40]([F:43])([F:42])[F:41])=[C:35]([CH:39]=1)[C:36](Cl)=[O:37]. The catalyst is ClCCl. The product is [CH2:1]([O:3][C:4]([C:6]1[N:7]=[C:8]2[CH:13]=[CH:12][C:11]([N:14]3[CH2:19][CH2:18][N:17]([C:36](=[O:37])[C:35]4[CH:39]=[C:31]([F:30])[CH:32]=[CH:33][C:34]=4[C:40]([F:43])([F:41])[F:42])[CH2:16][CH2:15]3)=[N:10][N:9]2[CH:20]=1)=[O:5])[CH3:2]. The yield is 0.820. (3) The yield is 0.410. No catalyst specified. The reactants are [O:1]=[S:2]1(=[O:19])[CH2:7][CH2:6][CH:5]([O:8][CH2:9][CH2:10][O:11][C:12]2[CH:17]=[CH:16][C:15]([NH2:18])=[CH:14][CH:13]=2)[CH2:4][CH2:3]1.Br[C:21]1[CH:22]=[C:23]([CH:28]=[CH:29][C:30]=1[C:31]1([CH3:36])[O:35][CH2:34][CH2:33][O:32]1)[C:24]([O:26][CH3:27])=[O:25]. The product is [O:1]=[S:2]1(=[O:19])[CH2:7][CH2:6][CH:5]([O:8][CH2:9][CH2:10][O:11][C:12]2[CH:17]=[CH:16][C:15]([NH:18][C:29]3[CH:28]=[C:23]([CH:22]=[CH:21][C:30]=3[C:31]3([CH3:36])[O:32][CH2:33][CH2:34][O:35]3)[C:24]([O:26][CH3:27])=[O:25])=[CH:14][CH:13]=2)[CH2:4][CH2:3]1.